From a dataset of Forward reaction prediction with 1.9M reactions from USPTO patents (1976-2016). Predict the product of the given reaction. (1) The product is: [NH:29]([C:2]1[N:3]=[C:4]2[CH:24]=[C:23]([N+:25]([O-:27])=[O:26])[CH:22]=[N:21][C:5]2=[N:6][C:7]=1[N:8]1[CH2:11][CH:10]([N:12]([CH3:20])[C:13](=[O:19])[O:14][C:15]([CH3:18])([CH3:17])[CH3:16])[CH2:9]1)[NH2:30]. Given the reactants Cl[C:2]1[N:3]=[C:4]2[CH:24]=[C:23]([N+:25]([O-:27])=[O:26])[CH:22]=[N:21][C:5]2=[N:6][C:7]=1[N:8]1[CH2:11][CH:10]([N:12]([CH3:20])[C:13](=[O:19])[O:14][C:15]([CH3:18])([CH3:17])[CH3:16])[CH2:9]1.O.[NH2:29][NH2:30], predict the reaction product. (2) Given the reactants Cl[C:2]1[C:7]([C:8]#[N:9])=[C:6]([NH:10][CH2:11][CH2:12][OH:13])[N:5]=[C:4]([NH:14][CH2:15][CH2:16][OH:17])[N:3]=1.Cl.[C:19]1([C:25]2[CH2:26][CH2:27][NH:28][CH2:29][CH:30]=2)[CH:24]=[CH:23][CH:22]=[CH:21][CH:20]=1.C(N(C(C)C)C(C)C)C, predict the reaction product. The product is: [OH:17][CH2:16][CH2:15][NH:14][C:4]1[N:5]=[C:6]([NH:10][CH2:11][CH2:12][OH:13])[C:7]([C:8]#[N:9])=[C:2]([N:28]2[CH2:27][CH:26]=[C:25]([C:19]3[CH:24]=[CH:23][CH:22]=[CH:21][CH:20]=3)[CH2:30][CH2:29]2)[N:3]=1. (3) Given the reactants [Cl:1][C:2]1[CH:9]=[CH:8][C:7]([N+:10]([O-:12])=[O:11])=[CH:6][C:3]=1[C:4]#[N:5].C([Sn]([N:26]=[N+:27]=[N-:28])(CCCC)CCCC)CCC.[N-]=[N+]=[N-], predict the reaction product. The product is: [Cl:1][C:2]1[CH:9]=[CH:8][C:7]([N+:10]([O-:12])=[O:11])=[CH:6][C:3]=1[C:4]1[N:26]=[N:27][NH:28][N:5]=1. (4) Given the reactants Cl.[NH2:2][C@H:3]1[CH2:7][C@@H:6]([N:8]2[CH:16]=[N:15][C:14]3[C:9]2=[N:10][C:11]([Cl:32])=[N:12][C:13]=3[NH:17][CH2:18][CH:19]([C:26]2[CH:31]=[CH:30][CH:29]=[CH:28][CH:27]=2)[C:20]2[CH:25]=[CH:24][CH:23]=[CH:22][CH:21]=2)[C@H:5]([OH:33])[C@@H:4]1[OH:34].ClC1N=C2C(N=CN2)=C(NCC(C2C=CC=CC=2)C2C=CC=CC=2)N=1.C(N(C(C)C)CC)(C)C.[C:69]1([CH2:75][C:76](Cl)=[O:77])[CH:74]=[CH:73][CH:72]=[CH:71][CH:70]=1, predict the reaction product. The product is: [Cl:32][C:11]1[N:10]=[C:9]2[C:14]([N:15]=[CH:16][N:8]2[C@@H:6]2[CH2:7][C@H:3]([NH:2][C:76](=[O:77])[CH2:75][C:69]3[CH:74]=[CH:73][CH:72]=[CH:71][CH:70]=3)[C@@H:4]([OH:34])[C@H:5]2[OH:33])=[C:13]([NH:17][CH2:18][CH:19]([C:26]2[CH:27]=[CH:28][CH:29]=[CH:30][CH:31]=2)[C:20]2[CH:25]=[CH:24][CH:23]=[CH:22][CH:21]=2)[N:12]=1. (5) Given the reactants Cl.[N:2]1[CH:7]=[CH:6][CH:5]=[C:4]2[CH2:8][NH:9][CH2:10][C:3]=12.[Cl:11][C:12]1[CH:13]=[C:14]([CH:31]=[CH:32][C:33]=1[O:34][CH3:35])[CH2:15][NH:16][C:17]1[C:22]([C:23]([O:25][CH2:26][CH3:27])=[O:24])=[CH:21][N:20]=[C:19](S(C)=O)[N:18]=1.C(N(CC)CC)C.O, predict the reaction product. The product is: [Cl:11][C:12]1[CH:13]=[C:14]([CH:31]=[CH:32][C:33]=1[O:34][CH3:35])[CH2:15][NH:16][C:17]1[C:22]([C:23]([O:25][CH2:26][CH3:27])=[O:24])=[CH:21][N:20]=[C:19]([N:9]2[CH2:8][C:4]3[C:3](=[N:2][CH:7]=[CH:6][CH:5]=3)[CH2:10]2)[N:18]=1. (6) Given the reactants C(N(CC)CC)C.[NH2:8][C:9]1[N:17]=[C:16]([CH3:18])[CH:15]=[CH:14][C:10]=1[C:11]([OH:13])=O.[F:19][C:20]([F:37])([F:36])[C:21]1[CH:22]=[C:23]([O:27][C:28]2[CH:35]=[CH:34][C:31]([CH2:32][NH2:33])=[CH:30][CH:29]=2)[CH:24]=[CH:25][CH:26]=1.CN([P+](ON1N=NC2C=CC=CC1=2)(N(C)C)N(C)C)C.F[P-](F)(F)(F)(F)F, predict the reaction product. The product is: [F:19][C:20]([F:36])([F:37])[C:21]1[CH:22]=[C:23]([O:27][C:28]2[CH:35]=[CH:34][C:31]([CH2:32][NH:33][C:11](=[O:13])[C:10]3[CH:14]=[CH:15][C:16]([CH3:18])=[N:17][C:9]=3[NH2:8])=[CH:30][CH:29]=2)[CH:24]=[CH:25][CH:26]=1.